Dataset: Catalyst prediction with 721,799 reactions and 888 catalyst types from USPTO. Task: Predict which catalyst facilitates the given reaction. Reactant: [N+:1]([C:4]1[CH:5]=[C:6]([S:10]([NH:13][CH2:14][C:15]([NH2:17])=[O:16])(=[O:12])=[O:11])[CH:7]=[CH:8][CH:9]=1)([O-:3])=[O:2].Cl[CH2:19][C:20]([NH2:22])=[O:21]. Product: [C:15]([CH2:14][N:13]([S:10]([C:6]1[CH:7]=[CH:8][CH:9]=[C:4]([N+:1]([O-:3])=[O:2])[CH:5]=1)(=[O:12])=[O:11])[CH2:19][C:20]([NH2:22])=[O:21])(=[O:16])[NH2:17]. The catalyst class is: 9.